Dataset: Catalyst prediction with 721,799 reactions and 888 catalyst types from USPTO. Task: Predict which catalyst facilitates the given reaction. Product: [Br:12][C:13]1[CH:14]=[C:15]([CH:16]([C:2]2[CH:7]=[CH:6][C:5]([O:8][CH3:9])=[CH:4][CH:3]=2)[NH2:17])[CH:18]=[CH:19][CH:20]=1. The catalyst class is: 83. Reactant: Br[C:2]1[CH:7]=[CH:6][C:5]([O:8][CH3:9])=[CH:4][CH:3]=1.[Mg].[I-].[Br:12][C:13]1[CH:14]=[C:15]([CH:18]=[CH:19][CH:20]=1)[C:16]#[N:17].[BH4-].[Na+].[Cl-].[NH4+].